This data is from NCI-60 drug combinations with 297,098 pairs across 59 cell lines. The task is: Regression. Given two drug SMILES strings and cell line genomic features, predict the synergy score measuring deviation from expected non-interaction effect. (1) Drug 1: C1CC(=O)NC(=O)C1N2CC3=C(C2=O)C=CC=C3N. Drug 2: C1CCC(C(C1)N)N.C(=O)(C(=O)[O-])[O-].[Pt+4]. Cell line: KM12. Synergy scores: CSS=9.33, Synergy_ZIP=-6.52, Synergy_Bliss=-9.25, Synergy_Loewe=-3.94, Synergy_HSA=-3.89. (2) Drug 1: CC1C(C(CC(O1)OC2CC(OC(C2O)C)OC3=CC4=CC5=C(C(=O)C(C(C5)C(C(=O)C(C(C)O)O)OC)OC6CC(C(C(O6)C)O)OC7CC(C(C(O7)C)O)OC8CC(C(C(O8)C)O)(C)O)C(=C4C(=C3C)O)O)O)O. Drug 2: C1=NNC2=C1C(=O)NC=N2. Cell line: SR. Synergy scores: CSS=5.88, Synergy_ZIP=-2.79, Synergy_Bliss=-5.37, Synergy_Loewe=-36.6, Synergy_HSA=-8.98. (3) Drug 1: C1=NC(=NC(=O)N1C2C(C(C(O2)CO)O)O)N. Drug 2: B(C(CC(C)C)NC(=O)C(CC1=CC=CC=C1)NC(=O)C2=NC=CN=C2)(O)O. Cell line: MALME-3M. Synergy scores: CSS=57.0, Synergy_ZIP=-0.656, Synergy_Bliss=1.68, Synergy_Loewe=-9.37, Synergy_HSA=0.863. (4) Drug 1: CC=C1C(=O)NC(C(=O)OC2CC(=O)NC(C(=O)NC(CSSCCC=C2)C(=O)N1)C(C)C)C(C)C. Drug 2: C1CN(P(=O)(OC1)NCCCl)CCCl. Cell line: RPMI-8226. Synergy scores: CSS=72.4, Synergy_ZIP=-1.95, Synergy_Bliss=-1.86, Synergy_Loewe=-53.7, Synergy_HSA=-1.94. (5) Drug 1: CC1=C(C=C(C=C1)NC(=O)C2=CC=C(C=C2)CN3CCN(CC3)C)NC4=NC=CC(=N4)C5=CN=CC=C5. Drug 2: CN1C2=C(C=C(C=C2)N(CCCl)CCCl)N=C1CCCC(=O)O.Cl. Cell line: TK-10. Synergy scores: CSS=-4.32, Synergy_ZIP=9.78, Synergy_Bliss=4.71, Synergy_Loewe=-1.88, Synergy_HSA=-1.53.